The task is: Predict the reaction yield, written as a fraction of the theoretical maximum amount of product (1.0 means a 100% yield; for example, 0.34 means a 34% yield).. This data is from Reaction yield outcomes from USPTO patents with 853,638 reactions. (1) The reactants are [OH-].[Li+].C([O:5][C:6](=[O:31])[CH2:7][CH2:8][CH2:9][CH2:10][CH2:11][CH2:12][N:13]([CH2:18][CH:19]=[CH:20][CH2:21][CH:22]([OH:30])[C:23]1([CH2:27][CH2:28][CH3:29])[CH2:26][CH2:25][CH2:24]1)[S:14]([CH3:17])(=[O:16])=[O:15])C.Cl. The catalyst is O.C1COCC1. The product is [OH:30][CH:22]([C:23]1([CH2:27][CH2:28][CH3:29])[CH2:26][CH2:25][CH2:24]1)[CH2:21][CH:20]=[CH:19][CH2:18][N:13]([S:14]([CH3:17])(=[O:16])=[O:15])[CH2:12][CH2:11][CH2:10][CH2:9][CH2:8][CH2:7][C:6]([OH:31])=[O:5]. The yield is 0.720. (2) The reactants are [NH:1]1[C:5]2[CH:6]=[CH:7][C:8]([CH:10]=[O:11])=[CH:9][C:4]=2[N:3]=[CH:2]1. The catalyst is CC(C)=O. The product is [NH:1]1[C:5]2[CH:6]=[CH:7][C:8]([CH2:10][OH:11])=[CH:9][C:4]=2[N:3]=[CH:2]1. The yield is 0.480. (3) The reactants are BrC1C=CC([C@@H]([N:10]2[CH2:15][CH2:14][C@:13]([CH2:22][C:23](=[O:25])[CH3:24])([C:16]3[CH:21]=[CH:20][CH:19]=[CH:18][CH:17]=3)[O:12][C:11]2=[O:26])C)=CC=1.[CH3:27][Mg]Br. The catalyst is C1COCC1. The product is [OH:25][C:23]([CH3:24])([CH3:27])[CH2:22][C:13]1([C:16]2[CH:17]=[CH:18][CH:19]=[CH:20][CH:21]=2)[O:12][C:11](=[O:26])[NH:10][CH2:15][CH2:14]1. The yield is 0.530. (4) The reactants are [NH2:1][C:2]1[CH:3]=[C:4]([OH:12])[C:5](=[CH:10][CH:11]=1)[C:6]([O:8][CH3:9])=[O:7].[Cl:13][C:14]1[S:18][C:17]([CH3:19])=[C:16]([S:20](Cl)(=[O:22])=[O:21])[CH:15]=1. No catalyst specified. The product is [Cl:13][C:14]1[S:18][C:17]([CH3:19])=[C:16]([S:20]([NH:1][C:2]2[CH:11]=[CH:10][C:5]([C:6]([O:8][CH3:9])=[O:7])=[C:4]([OH:12])[CH:3]=2)(=[O:22])=[O:21])[CH:15]=1. The yield is 0.170. (5) The reactants are [CH3:1][O:2][C:3](=[O:15])[C:4]1[CH:9]=[C:8]([O:10][CH:11]([CH3:13])[CH3:12])[CH:7]=[C:6]([OH:14])[CH:5]=1.C([O-])([O-])=O.[Cs+].[Cs+].[CH3:22][S:23]([C:26]1[CH:31]=[CH:30][C:29](F)=[CH:28][CH:27]=1)(=[O:25])=[O:24]. The catalyst is CN(C=O)C. The product is [CH3:1][O:2][C:3](=[O:15])[C:4]1[CH:5]=[C:6]([O:14][C:29]2[CH:30]=[CH:31][C:26]([S:23]([CH3:22])(=[O:25])=[O:24])=[CH:27][CH:28]=2)[CH:7]=[C:8]([O:10][CH:11]([CH3:12])[CH3:13])[CH:9]=1. The yield is 1.00. (6) The reactants are [CH2:1]([O:4][C:5]([NH:7][C:8]1[C:9]([C:30]([N:32]2[CH2:36][CH2:35][CH2:34][C@H:33]2[CH2:37][OH:38])=[O:31])=[CH:10][C:11]([O:28][CH3:29])=[C:12]([CH:27]=1)[O:13][CH2:14][CH2:15][CH2:16][CH2:17][CH2:18][C:19]([O:21][CH2:22][C:23]([Cl:26])([Cl:25])[Cl:24])=[O:20])=[O:6])[CH:2]=[CH2:3].[C:39](OC(=O)C)(=[O:41])[CH3:40].C(N(CC)CC)C.CO. The catalyst is C(Cl)Cl. The product is [C:39]([O:38][CH2:37][C@@H:33]1[CH2:34][CH2:35][CH2:36][N:32]1[C:30]([C:9]1[C:8]([NH:7][C:5]([O:4][CH2:1][CH:2]=[CH2:3])=[O:6])=[CH:27][C:12]([O:13][CH2:14][CH2:15][CH2:16][CH2:17][CH2:18][C:19]([O:21][CH2:22][C:23]([Cl:24])([Cl:25])[Cl:26])=[O:20])=[C:11]([O:28][CH3:29])[CH:10]=1)=[O:31])(=[O:41])[CH3:40]. The yield is 0.960. (7) The product is [OH:16][CH2:15][C:11]1[CH:10]=[C:9]([C:5]2[C:4]([CH3:17])=[CH:3][C:2]([OH:1])=[CH:7][C:6]=2[CH3:8])[CH:14]=[CH:13][CH:12]=1. The reactants are [OH:1][C:2]1[CH:7]=[C:6]([CH3:8])[C:5]([C:9]2[CH:14]=[CH:13][CH:12]=[C:11]([CH:15]=[O:16])[CH:10]=2)=[C:4]([CH3:17])[CH:3]=1.CO.[BH4-].[Na+]. The yield is 0.930. The catalyst is O1CCCC1. (8) The reactants are Br[C:2]1[C:10]2[C:5](=[N:6][CH:7]=[CH:8][N:9]=2)[S:4][C:3]=1[C:11]([NH:13][C:14]1[CH:19]=[C:18]([NH:20][C:21](=[O:33])[C:22]2[CH:27]=[CH:26][CH:25]=[C:24]([C:28]([C:31]#[N:32])([CH3:30])[CH3:29])[CH:23]=2)[CH:17]=[CH:16][C:15]=1[CH3:34])=[O:12].[Cu][C:36]#[N:37]. The catalyst is CN1C(=O)CCC1.[NH4+].[OH-].[Cu]I. The product is [C:36]([C:2]1[C:10]2[C:5](=[N:6][CH:7]=[CH:8][N:9]=2)[S:4][C:3]=1[C:11]([NH:13][C:14]1[CH:19]=[C:18]([NH:20][C:21](=[O:33])[C:22]2[CH:27]=[CH:26][CH:25]=[C:24]([C:28]([C:31]#[N:32])([CH3:30])[CH3:29])[CH:23]=2)[CH:17]=[CH:16][C:15]=1[CH3:34])=[O:12])#[N:37]. The yield is 0.389.